Dataset: Full USPTO retrosynthesis dataset with 1.9M reactions from patents (1976-2016). Task: Predict the reactants needed to synthesize the given product. (1) Given the product [N:1]([C@@H:4]1[CH2:5][CH:6]2[C@@H:7]([O:12]2)[CH2:8][C@H:9]1[OH:10])=[N+:2]=[N-:3], predict the reactants needed to synthesize it. The reactants are: [N:1]([C@H:4]1[C@H:9]([OH:10])[CH2:8][CH:7]=[CH:6][CH2:5]1)=[N+:2]=[N-:3].C(=O)(O)[O-:12].[Na+].ClC1C=CC=C(C(OO)=O)C=1. (2) Given the product [C:7]1(=[O:8])[C:5]2[C:4](=[CH:3][CH:2]=[CH:1][CH:6]=2)[C:11](=[O:12])[CH2:10][CH2:9]1, predict the reactants needed to synthesize it. The reactants are: [CH:1]1[CH:2]=[CH:3][C:4]2[C:11](=[O:12])[CH:10]=[CH:9][C:7](=[O:8])[C:5]=2[CH:6]=1. (3) The reactants are: [CH3:1][C:2]1([CH3:14])[C:6](=[O:7])[N:5]([CH:8]([CH3:12])[C:9]([OH:11])=O)[C:4](=[O:13])[NH:3]1.C(Cl)Cl.CCN(CC)CC.[Br:25][C:26]1[CH:32]=[CH:31][C:29]([NH2:30])=[CH:28][CH:27]=1. Given the product [Br:25][C:26]1[CH:32]=[CH:31][C:29]([NH:30][C:9](=[O:11])[CH:8]([N:5]2[C:6](=[O:7])[C:2]([CH3:1])([CH3:14])[NH:3][C:4]2=[O:13])[CH3:12])=[CH:28][CH:27]=1, predict the reactants needed to synthesize it. (4) Given the product [I:16][C:12]1[C:5]2[O:6][CH2:7][CH2:8][CH2:9][C:10](=[O:11])[C:4]=2[CH:3]=[C:2]([C:25]#[C:24][Si:26]([CH3:29])([CH3:28])[CH3:27])[C:13]=1[NH:14][CH3:15], predict the reactants needed to synthesize it. The reactants are: I[C:2]1[C:13]([NH:14][CH3:15])=[C:12]([I:16])[C:5]2[O:6][CH2:7][CH2:8][CH2:9][C:10](=[O:11])[C:4]=2[CH:3]=1.C(N(CC)CC)C.[C:24]([Si:26]([CH3:29])([CH3:28])[CH3:27])#[CH:25]. (5) Given the product [Br:22][C:23]1[CH:28]=[C:27]([C:8]2[CH:21]=[CH:20][C:19]3[C:18]4[C:13](=[CH:14][CH:15]=[CH:16][CH:17]=4)[CH:12]=[CH:11][C:10]=3[CH:9]=2)[CH:26]=[CH:25][CH:24]=1, predict the reactants needed to synthesize it. The reactants are: BrC1C=CC([C:8]2[CH:21]=[CH:20][C:19]3[C:18]4[C:13](=[CH:14][CH:15]=[CH:16][CH:17]=4)[CH:12]=[CH:11][C:10]=3[CH:9]=2)=CC=1.[Br:22][C:23]1[CH:24]=[C:25](I)[CH:26]=[CH:27][CH:28]=1. (6) Given the product [Cl:1][C:2]1[CH:3]=[C:4]([O:9][CH:10]([CH2:21][CH3:22])[C:11]([NH:13][C:14]([CH3:19])([CH3:20])[C:15]#[C:16][CH2:17][O:18][CH3:23])=[O:12])[CH:5]=[N:6][C:7]=1[Cl:8], predict the reactants needed to synthesize it. The reactants are: [Cl:1][C:2]1[CH:3]=[C:4]([O:9][CH:10]([CH2:21][CH3:22])[C:11]([NH:13][C:14]([CH3:20])([CH3:19])[C:15]#[C:16][CH2:17][OH:18])=[O:12])[CH:5]=[N:6][C:7]=1[Cl:8].[CH3:23]I. (7) Given the product [F:1][C:2]1[C:3]([C:8]2[CH:13]=[CH:12][CH:11]=[CH:10][N:9]=2)=[CH:4][CH:5]=[CH:6][C:7]=1[B:14]([OH:17])[OH:15], predict the reactants needed to synthesize it. The reactants are: [F:1][C:2]1[CH:7]=[CH:6][CH:5]=[CH:4][C:3]=1[C:8]1[CH:13]=[CH:12][CH:11]=[CH:10][N:9]=1.[B:14](OC)([O:17]C)[O:15]C. (8) Given the product [Cl:1][C:2]1[CH:18]=[CH:17][C:16]([F:19])=[CH:15][C:3]=1[CH2:4][N:5]1[C:10](=[O:11])[C:9]([CH3:12])=[N:8][N:7]=[C:6]1[N:20]1[CH2:25][CH2:24][CH2:23][C@@H:22]([NH:26][C:27](=[O:33])[O:28][C:29]([CH3:31])([CH3:30])[CH3:32])[CH2:21]1, predict the reactants needed to synthesize it. The reactants are: [Cl:1][C:2]1[CH:18]=[CH:17][C:16]([F:19])=[CH:15][C:3]=1[CH2:4][N:5]1[C:10](=[O:11])[C:9]([CH3:12])=[N:8][N:7]=[C:6]1SC.[NH:20]1[CH2:25][CH2:24][CH2:23][C@@H:22]([NH:26][C:27](=[O:33])[O:28][C:29]([CH3:32])([CH3:31])[CH3:30])[CH2:21]1. (9) Given the product [OH:13][CH:9]([CH:10]([CH3:12])[CH3:11])[C:7](=[CH2:14])[C:8]#[N:1], predict the reactants needed to synthesize it. The reactants are: [N:1]12[CH2:8][CH2:7]N(CC1)CC2.[CH:9](=[O:13])[CH:10]([CH3:12])[CH3:11].[C:14](#N)C=C.Cl. (10) Given the product [CH2:1]([O:3][C:4]([C:6]1[CH:10]=[C:9]([C:11]2[CH:16]=[CH:15][N:14]=[C:13](/[CH:23]=[CH:22]/[C:21]3[CH:9]=[CH:10][CH:6]=[CH:7][CH:18]=3)[CH:12]=2)[NH:8][C:7]=1[CH:18]([CH3:20])[CH3:19])=[O:5])[CH3:2], predict the reactants needed to synthesize it. The reactants are: [CH2:1]([O:3][C:4]([C:6]1[CH:10]=[C:9]([C:11]2[CH:16]=[CH:15][N:14]=[C:13](Cl)[CH:12]=2)[NH:8][C:7]=1[CH:18]([CH3:20])[CH3:19])=[O:5])[CH3:2].[CH2:21](O)[CH2:22][CH3:23].